From a dataset of Forward reaction prediction with 1.9M reactions from USPTO patents (1976-2016). Predict the product of the given reaction. (1) Given the reactants [OH:1][C:2]1[CH:7]=[CH:6][C:5]([C:8](=[O:11])[CH2:9][CH3:10])=[CH:4][CH:3]=1.C([O-])([O-])=O.[K+].[K+].[CH2:18]([O:20][C:21](=[O:24])[CH2:22]Br)[CH3:19], predict the reaction product. The product is: [C:8]([C:5]1[CH:4]=[CH:3][C:2]([O:1][CH2:22][C:21]([O:20][CH2:18][CH3:19])=[O:24])=[CH:7][CH:6]=1)(=[O:11])[CH2:9][CH3:10]. (2) Given the reactants [Br:1][C:2]1[S:3][C:4]([Br:14])=[CH:5][C:6]=1[CH2:7][CH2:8][CH2:9][CH2:10][CH2:11][CH2:12]Br.[OH:15][C:16]1[CH:21]=[CH:20][C:19](/[CH:22]=[CH:23]/[C:24](=[O:26])[CH3:25])=[CH:18][CH:17]=1.C([O-])([O-])=O.[K+].[K+], predict the reaction product. The product is: [Br:1][C:2]1[S:3][C:4]([Br:14])=[CH:5][C:6]=1[CH2:7][CH2:8][CH2:9][CH2:10][CH2:11][CH2:12][O:15][C:16]1[CH:17]=[CH:18][C:19](/[CH:22]=[CH:23]/[C:24](=[O:26])[CH3:25])=[CH:20][CH:21]=1. (3) Given the reactants [S:1]1[CH:5]=[CH:4][CH:3]=[C:2]1[CH2:6][CH2:7][C:8]([OH:10])=O.O.ON1C2C=CC=CC=2N=N1.Cl.CN(C)CCCN=C=NCC.[CH3:34][C:35]1([C:41]2[CH:42]=[C:43]([NH:47][S:48]([CH3:51])(=[O:50])=[O:49])[CH:44]=[CH:45][CH:46]=2)[CH:40]2[CH:36]1[CH2:37][NH:38][CH2:39]2.C(=O)([O-])O.[Na+], predict the reaction product. The product is: [CH3:34][C:35]1([C:41]2[CH:42]=[C:43]([NH:47][S:48]([CH3:51])(=[O:50])=[O:49])[CH:44]=[CH:45][CH:46]=2)[CH:40]2[CH:36]1[CH2:37][N:38]([C:8](=[O:10])[CH2:7][CH2:6][C:2]1[S:1][CH:5]=[CH:4][CH:3]=1)[CH2:39]2. (4) Given the reactants Br[C:2]1[CH:3]=[CH:4][C:5]([NH2:8])=[N:6][CH:7]=1.CC1(C)C(C)(C)OB([C:17]2[CH2:22][CH2:21][N:20]([C:23]([O:25][C:26]([CH3:29])([CH3:28])[CH3:27])=[O:24])[CH2:19][CH:18]=2)O1.C(=O)([O-])[O-].[Na+].[Na+], predict the reaction product. The product is: [NH2:8][C:5]1[N:6]=[CH:7][C:2]([C:17]2[CH2:22][CH2:21][N:20]([C:23]([O:25][C:26]([CH3:29])([CH3:28])[CH3:27])=[O:24])[CH2:19][CH:18]=2)=[CH:3][CH:4]=1. (5) Given the reactants [CH2:1]1[C:6]2([CH2:11][CH2:10][N:9]([C:12]3[CH:21]=[C:20]4[C:15]([CH:16]=[CH:17][C:18]([C:22]([OH:24])=O)=[N:19]4)=[CH:14][CH:13]=3)[CH2:8][CH2:7]2)[CH2:5][CH2:4][O:3][CH2:2]1.[NH2:25][C:26]1[CH:27]=[N:28][CH:29]=[CH:30][C:31]=1[N:32]1[CH2:37][C@H:36]([CH3:38])[C@@H:35]([O:39][Si](C(C)(C)C)(C)C)[C@H:34]([NH:47]C(=O)OC(C)(C)C)[CH2:33]1.CN(C(ON1N=NC2C=CC=NC1=2)=[N+](C)C)C.F[P-](F)(F)(F)(F)F.CCN(C(C)C)C(C)C.Cl.O1CCOCC1, predict the reaction product. The product is: [NH2:47][C@H:34]1[C@H:35]([OH:39])[C@@H:36]([CH3:38])[CH2:37][N:32]([C:31]2[CH:30]=[CH:29][N:28]=[CH:27][C:26]=2[NH:25][C:22]([C:18]2[CH:17]=[CH:16][C:15]3[C:20](=[CH:21][C:12]([N:9]4[CH2:10][CH2:11][C:6]5([CH2:1][CH2:2][O:3][CH2:4][CH2:5]5)[CH2:7][CH2:8]4)=[CH:13][CH:14]=3)[N:19]=2)=[O:24])[CH2:33]1.